This data is from NCI-60 drug combinations with 297,098 pairs across 59 cell lines. The task is: Regression. Given two drug SMILES strings and cell line genomic features, predict the synergy score measuring deviation from expected non-interaction effect. (1) Drug 1: C1=CC(=CC=C1CC(C(=O)O)N)N(CCCl)CCCl.Cl. Drug 2: CC1=C2C(C(=O)C3(C(CC4C(C3C(C(C2(C)C)(CC1OC(=O)C(C(C5=CC=CC=C5)NC(=O)OC(C)(C)C)O)O)OC(=O)C6=CC=CC=C6)(CO4)OC(=O)C)O)C)O. Cell line: SK-MEL-2. Synergy scores: CSS=38.2, Synergy_ZIP=0.496, Synergy_Bliss=2.27, Synergy_Loewe=-17.2, Synergy_HSA=0.925. (2) Drug 1: CS(=O)(=O)C1=CC(=C(C=C1)C(=O)NC2=CC(=C(C=C2)Cl)C3=CC=CC=N3)Cl. Drug 2: CCC1=CC2CC(C3=C(CN(C2)C1)C4=CC=CC=C4N3)(C5=C(C=C6C(=C5)C78CCN9C7C(C=CC9)(C(C(C8N6C)(C(=O)OC)O)OC(=O)C)CC)OC)C(=O)OC.C(C(C(=O)O)O)(C(=O)O)O. Cell line: DU-145. Synergy scores: CSS=60.7, Synergy_ZIP=7.16, Synergy_Bliss=4.56, Synergy_Loewe=-14.0, Synergy_HSA=3.69. (3) Drug 1: C1CCN(CC1)CCOC2=CC=C(C=C2)C(=O)C3=C(SC4=C3C=CC(=C4)O)C5=CC=C(C=C5)O. Drug 2: CC12CCC3C(C1CCC2O)C(CC4=C3C=CC(=C4)O)CCCCCCCCCS(=O)CCCC(C(F)(F)F)(F)F. Cell line: SK-MEL-28. Synergy scores: CSS=-6.21, Synergy_ZIP=5.47, Synergy_Bliss=5.77, Synergy_Loewe=0.273, Synergy_HSA=0.512. (4) Drug 1: CCN(CC)CCNC(=O)C1=C(NC(=C1C)C=C2C3=C(C=CC(=C3)F)NC2=O)C. Drug 2: C1CN(P(=O)(OC1)NCCCl)CCCl. Cell line: SK-OV-3. Synergy scores: CSS=-7.76, Synergy_ZIP=3.82, Synergy_Bliss=-1.25, Synergy_Loewe=-10.8, Synergy_HSA=-9.14. (5) Cell line: SK-MEL-2. Synergy scores: CSS=39.8, Synergy_ZIP=-6.25, Synergy_Bliss=-6.50, Synergy_Loewe=-7.50, Synergy_HSA=-2.61. Drug 2: C1CC(C1)(C(=O)O)C(=O)O.[NH2-].[NH2-].[Pt+2]. Drug 1: C1=C(C(=O)NC(=O)N1)F. (6) Drug 1: C1CC(C1)(C2=CC=C(C=C2)C3=C(C=C4C(=N3)C=CN5C4=NNC5=O)C6=CC=CC=C6)N. Drug 2: CC1CCC2CC(C(=CC=CC=CC(CC(C(=O)C(C(C(=CC(C(=O)CC(OC(=O)C3CCCCN3C(=O)C(=O)C1(O2)O)C(C)CC4CCC(C(C4)OC)OP(=O)(C)C)C)C)O)OC)C)C)C)OC. Cell line: NCIH23. Synergy scores: CSS=41.5, Synergy_ZIP=-2.50, Synergy_Bliss=-0.458, Synergy_Loewe=5.48, Synergy_HSA=6.87.